Task: Regression. Given two drug SMILES strings and cell line genomic features, predict the synergy score measuring deviation from expected non-interaction effect.. Dataset: NCI-60 drug combinations with 297,098 pairs across 59 cell lines (1) Drug 1: CC12CCC(CC1=CCC3C2CCC4(C3CC=C4C5=CN=CC=C5)C)O. Drug 2: C1=NNC2=C1C(=O)NC=N2. Cell line: SNB-19. Synergy scores: CSS=2.95, Synergy_ZIP=-1.18, Synergy_Bliss=0.536, Synergy_Loewe=1.16, Synergy_HSA=1.11. (2) Drug 1: CC1=C(C(=CC=C1)Cl)NC(=O)C2=CN=C(S2)NC3=CC(=NC(=N3)C)N4CCN(CC4)CCO. Synergy scores: CSS=1.01, Synergy_ZIP=0.652, Synergy_Bliss=-7.42, Synergy_Loewe=-2.94, Synergy_HSA=-13.3. Cell line: COLO 205. Drug 2: CC(C)NC(=O)C1=CC=C(C=C1)CNNC.Cl.